Dataset: Catalyst prediction with 721,799 reactions and 888 catalyst types from USPTO. Task: Predict which catalyst facilitates the given reaction. (1) Reactant: [CH3:1][C:2]1[CH:7]=[CH:6][C:5]([NH2:8])=[CH:4][C:3]=1[N+:9]([O-:11])=[O:10].CCN(C(C)C)C(C)C.ClC(Cl)(Cl)C(O[C:26](=[O:31])C(Cl)(Cl)Cl)=O.[C:34]1([NH2:40])[CH:39]=[CH:38][CH:37]=[CH:36][CH:35]=1. Product: [CH3:1][C:2]1[CH:7]=[CH:6][C:5]([NH:8][C:26]([NH:40][C:34]2[CH:39]=[CH:38][CH:37]=[CH:36][CH:35]=2)=[O:31])=[CH:4][C:3]=1[N+:9]([O-:11])=[O:10]. The catalyst class is: 2. (2) Reactant: [CH3:1][O:2][C:3]1[CH:4]=[C:5]2[C:10](=[CH:11][C:12]=1[O:13][CH3:14])[N:9]=[CH:8][N:7]=[C:6]2[NH:15][C:16]1[CH:17]=[C:18]([NH2:23])[CH:19]=[CH:20][C:21]=1[CH3:22].[C:24]([C:26]1([C:30]2[CH:31]=[C:32]([CH:36]=[CH:37][CH:38]=2)[C:33](O)=[O:34])[CH2:29][CH2:28][CH2:27]1)#[N:25].CCN(C(C)C)C(C)C.CN(C(ON1N=NC2C=CC=NC1=2)=[N+](C)C)C.F[P-](F)(F)(F)(F)F. Product: [C:24]([C:26]1([C:30]2[CH:31]=[C:32]([CH:36]=[CH:37][CH:38]=2)[C:33]([NH:23][C:18]2[CH:19]=[CH:20][C:21]([CH3:22])=[C:16]([NH:15][C:6]3[C:5]4[C:10](=[CH:11][C:12]([O:13][CH3:14])=[C:3]([O:2][CH3:1])[CH:4]=4)[N:9]=[CH:8][N:7]=3)[CH:17]=2)=[O:34])[CH2:27][CH2:28][CH2:29]1)#[N:25]. The catalyst class is: 3. (3) Reactant: [Br:1][C:2]1[CH:10]=[C:9]([O:11][CH3:12])[CH:8]=[C:7]2[C:3]=1[CH:4]=[C:5]([C:13]([O:15]C)=O)[NH:6]2.[CH3:17][C:18](C)([O-])C.[K+].C(OC)(=O)C=C. Product: [Br:1][C:2]1[C:3]2[CH:4]=[C:5]3[C:13](=[O:15])[CH2:18][CH2:17][N:6]3[C:7]=2[CH:8]=[C:9]([O:11][CH3:12])[CH:10]=1. The catalyst class is: 247. (4) Reactant: C(N([P:8]([N:12]([CH:16]([CH3:18])[CH3:17])[CH:13]([CH3:15])[CH3:14])(Cl)([O-:10])[O-:9])C(C)C)(C)C.[CH:19]([C:22]1[CH:72]=[CH:71][C:25]([O:26][CH2:27][C:28]([NH:30][C:31]2[C:32]3[N:33]=[CH:34][N:35]([C:67]=3[N:68]=[CH:69][N:70]=2)[C@@H:36]2[O:66][C@H:40]([CH2:41][O:42][C:43]([C:60]3[CH:65]=[CH:64][CH:63]=[CH:62][CH:61]=3)([C:52]3[CH:57]=[CH:56][C:55]([O:58][CH3:59])=[CH:54][CH:53]=3)[C:44]3[CH:49]=[CH:48][C:47]([O:50][CH3:51])=[CH:46][CH:45]=3)[C@@H:38]([OH:39])[CH2:37]2)=[O:29])=[CH:24][CH:23]=1)([CH3:21])[CH3:20].C(N(C(C)C)C(C)C)C.[C:82]([O:85][C@@H:86]1[C@@H:96]([O:97][C:98](=[O:100])[CH3:99])[C@H:95]([O:101][C:102](=[O:104])[CH3:103])[C@@H:94]([CH2:105][O:106][C:107](=[O:109])[CH3:108])[O:93][C@H:87]1[O:88][CH2:89][CH2:90][CH2:91]O)(=[O:84])[CH3:83].N1C=NN=N1. Product: [CH:19]([C:22]1[CH:23]=[CH:24][C:25]([O:26][CH2:27][C:28]([NH:30][C:31]2[C:32]3[N:33]=[CH:34][N:35]([C:67]=3[N:68]=[CH:69][N:70]=2)[C@@H:36]2[O:66][C@H:40]([CH2:41][O:42][C:43]([C:60]3[CH:65]=[CH:64][CH:63]=[CH:62][CH:61]=3)([C:44]3[CH:49]=[CH:48][C:47]([O:50][CH3:51])=[CH:46][CH:45]=3)[C:52]3[CH:57]=[CH:56][C:55]([O:58][CH3:59])=[CH:54][CH:53]=3)[C@@H:38]([O:39][P:8]([N:12]([CH:13]([CH3:14])[CH3:15])[CH:16]([CH3:17])[CH3:18])([O:9][CH2:91][CH2:90][CH2:89][O:88][C@@H:87]3[O:93][C@H:94]([CH2:105][O:106][C:107](=[O:109])[CH3:108])[C@@H:95]([O:101][C:102](=[O:104])[CH3:103])[C@H:96]([O:97][C:98](=[O:100])[CH3:99])[C@H:86]3[O:85][C:82](=[O:84])[CH3:83])=[O:10])[CH2:37]2)=[O:29])=[CH:71][CH:72]=1)([CH3:21])[CH3:20]. The catalyst class is: 4. (5) Reactant: [CH:1]1(O)[C:11]2=[C:12]3[C:7](=[CH:8][CH:9]=[CH:10]2)[CH:6]=[CH:5][CH:4]=[C:3]3[CH2:2]1.S(Cl)([Cl:16])=O. Product: [Cl:16][CH:1]1[C:11]2=[C:12]3[C:7](=[CH:8][CH:9]=[CH:10]2)[CH:6]=[CH:5][CH:4]=[C:3]3[CH2:2]1. The catalyst class is: 204. (6) Reactant: [C:1]([O:4][C@@H:5]1[C@H:9]([O:10][C:11](=[O:13])[CH3:12])[C@@H:8]([CH2:14][O:15][C:16](=[O:18])[CH3:17])[O:7][C@H:6]1[N:19]1[CH:27]=[N:26][C:25]2[C:20]1=[N:21][C:22]([I:29])=[N:23][C:24]=2Cl)(=[O:3])[CH3:2].[CH:30]1([NH2:35])[CH2:34][CH2:33][CH2:32][CH2:31]1.C(N(C(C)C)CC)(C)C. Product: [C:11]([O:10][C@H:9]1[C@@H:5]([O:4][C:1](=[O:3])[CH3:2])[C@H:6]([N:19]2[CH:27]=[N:26][C:25]3[C:20]2=[N:21][C:22]([I:29])=[N:23][C:24]=3[NH:35][CH:30]2[CH2:34][CH2:33][CH2:32][CH2:31]2)[O:7][C@@H:8]1[CH2:14][O:15][C:16](=[O:18])[CH3:17])(=[O:13])[CH3:12]. The catalyst class is: 9. (7) Reactant: [Br:1][C:2]1[CH:9]=[CH:8][C:5]([CH:6]=[O:7])=[C:4]([CH3:10])[CH:3]=1.C1(C)C=CC(S([CH2:20][N+:21]#[C-:22])(=O)=O)=CC=1.C(=O)([O-])[O-].[K+].[K+]. Product: [Br:1][C:2]1[CH:9]=[CH:8][C:5]([C:6]2[O:7][CH:22]=[N:21][CH:20]=2)=[C:4]([CH3:10])[CH:3]=1. The catalyst class is: 5.